Dataset: Reaction yield outcomes from USPTO patents with 853,638 reactions. Task: Predict the reaction yield, written as a fraction of the theoretical maximum amount of product (1.0 means a 100% yield; for example, 0.34 means a 34% yield). (1) The product is [Cl:1][C:2]1[C:20]([C:21]([F:24])([F:22])[F:23])=[CH:19][CH:18]=[CH:17][C:3]=1[CH2:4][NH:5][CH2:6][CH:7]([C:9]1[CH:10]=[CH:11][C:12]([Cl:15])=[CH:13][CH:14]=1)[CH3:8]. The yield is 0.940. The reactants are [Cl:1][C:2]1[C:20]([C:21]([F:24])([F:23])[F:22])=[CH:19][CH:18]=[CH:17][C:3]=1[CH2:4][NH:5][C:6](=O)[CH:7]([C:9]1[CH:14]=[CH:13][C:12]([Cl:15])=[CH:11][CH:10]=1)[CH3:8].ClC1C(C(F)(F)F)=CC=CC=1CNCC(C1C=CC=CC=1Cl)C. No catalyst specified. (2) The reactants are O1CCCC1.[C:6]([C:8]1[C:9]([NH2:15])=[N:10][C:11]([NH2:14])=[CH:12][CH:13]=1)#[CH:7].[F:16][C:17]1[CH:18]=[C:19]([CH:32]=[CH:33][CH:34]=1)[O:20][C:21]1[N:26]=[CH:25][C:24]([CH2:27][C:28](Cl)=[N:29][OH:30])=[CH:23][CH:22]=1.C(N(CC)CC)C. The catalyst is O. The product is [F:16][C:17]1[CH:18]=[C:19]([CH:32]=[CH:33][CH:34]=1)[O:20][C:21]1[N:26]=[CH:25][C:24]([CH2:27][C:28]2[CH:7]=[C:6]([C:8]3[C:9]([NH2:15])=[N:10][C:11]([NH2:14])=[CH:12][CH:13]=3)[O:30][N:29]=2)=[CH:23][CH:22]=1. The yield is 0.950. (3) The reactants are [O:1]1[C:5]([C:6]([OH:8])=[O:7])=[CH:4][CH:3]=[C:2]1[C:9]([OH:11])=[O:10]. The catalyst is C(O)(=O)C. The product is [O:1]1[CH:5]([C:6]([OH:8])=[O:7])[CH2:4][CH2:3][CH:2]1[C:9]([OH:11])=[O:10]. The yield is 0.880. (4) The yield is 0.560. The catalyst is C(#N)C. The product is [ClH:1].[Cl:1][C:2]1[CH:3]=[C:4]([C@H:8]2[O:9][CH2:10][CH2:11][N:12]([CH2:14][C@H:15]([O:20][C:29](=[O:30])[NH:28][C:25]3[CH:26]=[CH:27][C:22]([Cl:21])=[C:23]([F:31])[CH:24]=3)[C:16]([F:18])([F:19])[F:17])[CH2:13]2)[CH:5]=[CH:6][CH:7]=1. The reactants are [Cl:1][C:2]1[CH:3]=[C:4]([C@@H:8]2[CH2:13][N:12]([CH2:14][C@H:15]([OH:20])[C:16]([F:19])([F:18])[F:17])[CH2:11][CH2:10][O:9]2)[CH:5]=[CH:6][CH:7]=1.[Cl:21][C:22]1[CH:27]=[CH:26][C:25]([N:28]=[C:29]=[O:30])=[CH:24][C:23]=1[F:31]. (5) The catalyst is C1COCC1.CCOC(C)=O. The reactants are [NH2:1][C:2]1[C:18]([F:19])=[CH:17][CH:16]=[CH:15][C:3]=1[C:4]([NH:6][C:7]1[CH:12]=[CH:11][CH:10]=[C:9]([Br:13])[C:8]=1[CH3:14])=[O:5].[C:20](=O)(OC(Cl)(Cl)Cl)[O:21]C(Cl)(Cl)Cl.C([O-])(O)=O.[Na+]. The yield is 0.970. The product is [Br:13][C:9]1[C:8]([CH3:14])=[C:7]([N:6]2[C:4](=[O:5])[C:3]3[C:2](=[C:18]([F:19])[CH:17]=[CH:16][CH:15]=3)[NH:1][C:20]2=[O:21])[CH:12]=[CH:11][CH:10]=1. (6) The reactants are [C:1]([O:9][C@H:10]1[CH2:15][CH2:14][C@H:13]([OH:16])[CH2:12][C@@H:11]1[C:17]1[N:21]([CH3:22])[N:20]=[CH:19][CH:18]=1)(=[O:8])[C:2]1[CH:7]=[CH:6][CH:5]=[CH:4][CH:3]=1.N1C(C)=CC=CC=1C.FC(F)(F)S(O[Si:37]([C:40]([CH3:43])([CH3:42])[CH3:41])([CH3:39])[CH3:38])(=O)=O.O. The catalyst is ClCCl. The product is [C:1]([O:9][C@H:10]1[CH2:15][CH2:14][C@H:13]([O:16][Si:37]([C:40]([CH3:43])([CH3:42])[CH3:41])([CH3:39])[CH3:38])[CH2:12][C@@H:11]1[C:17]1[N:21]([CH3:22])[N:20]=[CH:19][CH:18]=1)(=[O:8])[C:2]1[CH:3]=[CH:4][CH:5]=[CH:6][CH:7]=1. The yield is 0.910.